From a dataset of Full USPTO retrosynthesis dataset with 1.9M reactions from patents (1976-2016). Predict the reactants needed to synthesize the given product. (1) Given the product [C:1]([O:5][C:6](=[O:15])[NH:7][CH:8]1[CH2:9][CH2:10][CH:11]([NH:14][CH2:20][C:19]2[CH:22]=[C:23]([C:26]3[CH:27]=[CH:28][N:29]=[CH:30][CH:31]=3)[CH:24]=[CH:25][C:18]=2[O:17][CH3:16])[CH2:12][CH2:13]1)([CH3:4])([CH3:2])[CH3:3], predict the reactants needed to synthesize it. The reactants are: [C:1]([O:5][C:6](=[O:15])[NH:7][C@H:8]1[CH2:13][CH2:12][C@@H:11]([NH2:14])[CH2:10][CH2:9]1)([CH3:4])([CH3:3])[CH3:2].[CH3:16][O:17][C:18]1[CH:25]=[CH:24][C:23]([C:26]2[CH:31]=[CH:30][N:29]=[CH:28][CH:27]=2)=[CH:22][C:19]=1[CH:20]=O.CC(O)=O.C(O[BH-](OC(=O)C)OC(=O)C)(=O)C.[Na+]. (2) Given the product [F:13][C:14]1[C:19]([O:20][CH3:21])=[CH:18][CH:17]=[CH:16][C:15]=1[C:22]1[C:23](=[O:50])[N:24]([CH2:40][C@@H:41]([C:44]2[CH:45]=[CH:46][CH:47]=[CH:48][CH:49]=2)[CH2:42][OH:43])[C:25](=[O:39])[N:26]([CH2:29][C:30]2[C:35]([S:3]([CH3:7])(=[O:5])=[O:2])=[CH:34][CH:33]=[CH:32][C:31]=2[F:38])[C:27]=1[CH3:28], predict the reactants needed to synthesize it. The reactants are: O[O:2][S:3]([O-:5])=O.[K+].[C:7]([O-])(O)=O.[Na+].O.[F:13][C:14]1[C:19]([O:20][CH3:21])=[CH:18][CH:17]=[CH:16][C:15]=1[C:22]1[C:23](=[O:50])[N:24]([CH2:40][C@@H:41]([C:44]2[CH:49]=[CH:48][CH:47]=[CH:46][CH:45]=2)[CH2:42][OH:43])[C:25](=[O:39])[N:26]([CH2:29][C:30]2[C:35](SC)=[CH:34][CH:33]=[CH:32][C:31]=2[F:38])[C:27]=1[CH3:28]. (3) Given the product [CH3:3][C:4]1[CH:5]=[CH:6][C:7]([C:10]2[N:11]=[C:12]3[CH:17]=[CH:16][C:15]([CH3:18])=[CH:14][N:13]3[C:19]=2[CH2:20][C:21]([OH:23])=[O:22])=[CH:8][CH:9]=1, predict the reactants needed to synthesize it. The reactants are: [OH-].[K+].[CH3:3][C:4]1[CH:9]=[CH:8][C:7]([C:10]2[N:11]=[C:12]3[CH:17]=[CH:16][C:15]([CH3:18])=[CH:14][N:13]3[C:19]=2[C:20](=O)[C:21]([O:23]CC)=[O:22])=[CH:6][CH:5]=1.NN.C(O)(=O)C. (4) The reactants are: Cl[C:2]1[N:3]=[N:4][CH:5]=[C:6](Cl)[C:7]=1[Cl:8].CC1C=CC(S(O)(=O)=O)=CC=1.[F:21][C:22]1[CH:27]=[CH:26][CH:25]=[CH:24][C:23]=1[CH:28]1[CH2:33][CH2:32][NH:31][CH2:30][CH2:29]1.C(=O)([O-])[O-].[K+].[K+].[NH2:40][NH2:41]. Given the product [Cl:8][C:7]1[C:6]([N:31]2[CH2:30][CH2:29][CH:28]([C:23]3[CH:24]=[CH:25][CH:26]=[CH:27][C:22]=3[F:21])[CH2:33][CH2:32]2)=[CH:5][N:4]=[N:3][C:2]=1[NH:40][NH2:41], predict the reactants needed to synthesize it. (5) Given the product [OH:30][C@H:27]1[CH2:28][CH2:29][C@H:24]([NH:23][C:19]2[N:18]=[C:17]([N:10]3[C:11]4[C:16](=[CH:15][CH:14]=[CH:13][CH:12]=4)[C:8](=[O:7])[NH:9]3)[CH:22]=[CH:21][N:20]=2)[CH2:25][CH2:26]1, predict the reactants needed to synthesize it. The reactants are: C[Si](I)(C)C.C[O:7][C:8]1[C:16]2[C:11](=[CH:12][CH:13]=[CH:14][CH:15]=2)[N:10]([C:17]2[CH:22]=[CH:21][N:20]=[C:19]([NH:23][C@H:24]3[CH2:29][CH2:28][C@H:27]([OH:30])[CH2:26][CH2:25]3)[N:18]=2)[N:9]=1. (6) Given the product [Cl:1][C:2]1[CH:3]=[C:4]2[C:10]([C:11]3[N:16]=[C:15]([NH:17][C@H:18]4[CH2:22][CH2:21][N:20]([C:33]([CH:30]5[CH2:31][CH2:32][O:28][CH2:29]5)=[O:34])[CH2:19]4)[C:14]([F:27])=[CH:13][N:12]=3)=[CH:9][NH:8][C:5]2=[N:6][CH:7]=1, predict the reactants needed to synthesize it. The reactants are: [Cl:1][C:2]1[CH:3]=[C:4]2[C:10]([C:11]3[N:16]=[C:15]([NH:17][C@H:18]4[CH2:22][CH2:21][N:20](S(C)(=O)=O)[CH2:19]4)[C:14]([F:27])=[CH:13][N:12]=3)=[CH:9][NH:8][C:5]2=[N:6][CH:7]=1.[O:28]1[CH2:32][CH2:31][CH:30]([C:33](O)=[O:34])[CH2:29]1.